This data is from NCI-60 drug combinations with 297,098 pairs across 59 cell lines. The task is: Regression. Given two drug SMILES strings and cell line genomic features, predict the synergy score measuring deviation from expected non-interaction effect. Drug 1: CC12CCC3C(C1CCC2=O)CC(=C)C4=CC(=O)C=CC34C. Drug 2: CC1CCC2CC(C(=CC=CC=CC(CC(C(=O)C(C(C(=CC(C(=O)CC(OC(=O)C3CCCCN3C(=O)C(=O)C1(O2)O)C(C)CC4CCC(C(C4)OC)OCCO)C)C)O)OC)C)C)C)OC. Cell line: SN12C. Synergy scores: CSS=43.7, Synergy_ZIP=-2.94, Synergy_Bliss=-2.28, Synergy_Loewe=-0.560, Synergy_HSA=0.524.